Predict the product of the given reaction. From a dataset of Forward reaction prediction with 1.9M reactions from USPTO patents (1976-2016). (1) The product is: [NH2:31][CH2:30][CH2:29][C:28]1[N:45]=[C:56]([C:53]2[CH:54]=[CH:55][C:50]([CH3:59])=[CH:51][CH:52]=2)[N:26]([CH:20]([C:9]2[N:8]([CH2:1][C:2]3[CH:3]=[CH:4][CH:5]=[CH:6][CH:7]=3)[C:17](=[O:18])[C:16]3[C:11]([N:10]=2)=[N:12][C:13]([Cl:19])=[N:14][CH:15]=3)[CH:21]([CH2:22][CH3:23])[CH2:24][CH3:25])[CH:27]=1.[CH2:1]([N:8]1[C:17](=[O:18])[C:16]2[C:11](=[N:12][C:13]([Cl:19])=[N:14][CH:15]=2)[N:10]=[C:9]1[CH:20]([N:26]([CH2:27][C:28](=[O:42])[CH2:29][CH2:30][N:31]1[C:39](=[O:40])[C:38]2[C:33](=[CH:34][CH:35]=[CH:36][CH:37]=2)[C:32]1=[O:41])[C:56](=[O:57])[C:53]1[CH:54]=[CH:55][C:50]([CH3:59])=[CH:51][CH:52]=1)[CH:21]([CH2:24][CH3:25])[CH2:22][CH3:23])[C:2]1[CH:7]=[CH:6][CH:5]=[CH:4][CH:3]=1. Given the reactants [CH2:1]([N:8]1[C:17](=[O:18])[C:16]2[C:11](=[N:12][C:13]([Cl:19])=[N:14][CH:15]=2)[N:10]=[C:9]1[CH:20]([NH:26][CH2:27][C:28](=[O:42])[CH2:29][CH2:30][N:31]1[C:39](=[O:40])[C:38]2[C:33](=[CH:34][CH:35]=[CH:36][CH:37]=2)[C:32]1=[O:41])[CH:21]([CH2:24][CH3:25])[CH2:22][CH3:23])[C:2]1[CH:7]=[CH:6][CH:5]=[CH:4][CH:3]=1.C([N:45](CC)CC)C.[C:50]1([CH3:59])[CH:55]=[CH:54][C:53]([C:56](Cl)=[O:57])=[CH:52][CH:51]=1, predict the reaction product. (2) Given the reactants [NH:1]1[CH2:6][CH2:5][S:4][CH2:3][CH2:2]1.[NH2:7][C:8]1[C:9]2[C:16]([C:17]3[CH:22]=[CH:21][CH:20]=[C:19]([O:23][CH2:24][C:25]4[CH:30]=[CH:29][CH:28]=[CH:27][CH:26]=4)[CH:18]=3)=[CH:15][N:14]([C@@H:31]3[CH2:34][C@H:33]([CH2:35]OS(C4C=CC(C)=CC=4)(=O)=O)[CH2:32]3)[C:10]=2[N:11]=[CH:12][N:13]=1, predict the reaction product. The product is: [CH2:24]([O:23][C:19]1[CH:18]=[C:17]([C:16]2[C:9]3[C:8]([NH2:7])=[N:13][CH:12]=[N:11][C:10]=3[N:14]([C@H:31]3[CH2:32][C@@H:33]([CH2:35][N:1]4[CH2:6][CH2:5][S:4][CH2:3][CH2:2]4)[CH2:34]3)[CH:15]=2)[CH:22]=[CH:21][CH:20]=1)[C:25]1[CH:26]=[CH:27][CH:28]=[CH:29][CH:30]=1. (3) Given the reactants [CH2:1]([N:5]1[C:9]([CH3:10])=[CH:8][C:7]([C:11]#[N:12])=[N:6]1)[CH2:2][CH2:3][CH3:4].C([O-])(=O)C.[K+].[Br:18]Br, predict the reaction product. The product is: [Br:18][C:8]1[C:7]([C:11]#[N:12])=[N:6][N:5]([CH2:1][CH2:2][CH2:3][CH3:4])[C:9]=1[CH3:10]. (4) Given the reactants C([O:8][C:9]1[CH:14]=[CH:13][N:12]=[C:11]([NH:15][C:16]2[CH:17]=[C:18]([C:23]3[S:27][C:26]([C:28]([OH:34])([CH3:33])[C:29]([F:32])([F:31])[F:30])=[N:25][CH:24]=3)[CH:19]=[C:20]([CH3:22])[CH:21]=2)[N:10]=1)C1C=CC=CC=1.C(O)C.C(O)(=O)C.[H][H], predict the reaction product. The product is: [CH3:22][C:20]1[CH:21]=[C:16]([NH:15][C:11]2[N:10]=[C:9]([OH:8])[CH:14]=[CH:13][N:12]=2)[CH:17]=[C:18]([C:23]2[S:27][C:26]([C:28]([OH:34])([CH3:33])[C:29]([F:32])([F:30])[F:31])=[N:25][CH:24]=2)[CH:19]=1. (5) Given the reactants [CH2:1]([O:4][C:5]([C:7]1[S:11][C:10]([Cl:12])=[N:9][C:8]=1[CH2:13][OH:14])=[O:6])[CH:2]=C.N[C:16]1SC(C(OC(C)C)=O)=C(CO)N=1, predict the reaction product. The product is: [Cl:12][C:10]1[S:11][C:7]([C:5]([O:4][CH:1]([CH3:2])[CH3:16])=[O:6])=[C:8]([CH2:13][OH:14])[N:9]=1. (6) Given the reactants [CH3:1][O:2][C:3]([C@@H:5]1[CH2:18][C@H:17]([O:19][S:20]([C:23]2[CH:28]=[CH:27][CH:26]=[CH:25][CH:24]=2)(=[O:22])=[O:21])[C:16](=[O:29])[C@H:15]2[C@@:6]1([CH3:37])[CH2:7][CH2:8][C@H:9]1[C@:14]2([CH3:30])[CH2:13][C@@H:12]([C:31]2[CH:35]=[CH:34][O:33][CH:32]=2)[O:11][C:10]1=[O:36])=[O:4].[Br:38]C1C=CC(S(Cl)(=O)=O)=CC=1, predict the reaction product. The product is: [CH3:1][O:2][C:3]([C@@H:5]1[CH2:18][C@H:17]([O:19][S:20]([C:23]2[CH:28]=[CH:27][C:26]([Br:38])=[CH:25][CH:24]=2)(=[O:22])=[O:21])[C:16](=[O:29])[C@H:15]2[C@@:6]1([CH3:37])[CH2:7][CH2:8][C@H:9]1[C@:14]2([CH3:30])[CH2:13][C@@H:12]([C:31]2[CH:35]=[CH:34][O:33][CH:32]=2)[O:11][C:10]1=[O:36])=[O:4]. (7) Given the reactants [CH3:1][CH:2]([C:6]1[CH:7]=[C:8]([CH:13]=[CH:14][N:15]=1)[C:9]([O:11]C)=[O:10])[CH2:3][CH2:4]C.Cl.[CH2:17]1COCC1, predict the reaction product. The product is: [CH3:4][CH2:3][CH:2]([C:6]1[CH:7]=[C:8]([CH:13]=[CH:14][N:15]=1)[C:9]([OH:11])=[O:10])[CH2:1][CH3:17]. (8) Given the reactants Cl[C:2]1[N:10]=[CH:9][N:8]=[C:7]2[C:3]=1[NH:4][CH:5]=[N:6]2.[NH:11]1[CH2:19][CH2:18][CH:14]([C:15]([NH2:17])=[O:16])[CH2:13][CH2:12]1.C(N(CC)CC)C, predict the reaction product. The product is: [N:10]1[C:2]([N:11]2[CH2:19][CH2:18][CH:14]([C:15]([NH2:17])=[O:16])[CH2:13][CH2:12]2)=[C:3]2[C:7]([NH:6][CH:5]=[N:4]2)=[N:8][CH:9]=1.